This data is from Peptide-MHC class I binding affinity with 185,985 pairs from IEDB/IMGT. The task is: Regression. Given a peptide amino acid sequence and an MHC pseudo amino acid sequence, predict their binding affinity value. This is MHC class I binding data. The binding affinity (normalized) is 0.176. The MHC is HLA-A23:01 with pseudo-sequence HLA-A23:01. The peptide sequence is TILGIGTVL.